Dataset: Forward reaction prediction with 1.9M reactions from USPTO patents (1976-2016). Task: Predict the product of the given reaction. (1) The product is: [Cl:1][C:2]1[C:7]([CH3:8])=[C:6]([C:5]([OH:9])=[C:4]([CH:10]([CH3:12])[CH3:11])[CH:3]=1)[CH:16]=[O:17]. Given the reactants [Cl:1][C:2]1[C:7]([CH3:8])=[CH:6][C:5]([OH:9])=[C:4]([CH:10]([CH3:12])[CH3:11])[CH:3]=1.[Mg+2].[Cl-].[Cl-].[CH2:16]=[O:17].Cl, predict the reaction product. (2) Given the reactants [Cl:1][C:2]1[C:3]([N:8]2[CH2:13][CH2:12][N:11]([CH2:14][C:15]3[CH:16]=[N:17][N:18]([CH3:21])[C:19]=3[CH3:20])[CH2:10][CH2:9]2)=[N:4][CH:5]=[CH:6][N:7]=1.C(=O)([O-])[O-].[K+].[K+].CC1(C)C(C)(C)OB([C:36]2[CH:41]=[CH:40][C:39]([CH2:42][C:43]([NH2:45])=[O:44])=[CH:38][CH:37]=2)O1.Cl, predict the reaction product. The product is: [ClH:1].[CH3:21][N:18]1[C:19]([CH3:20])=[C:15]([CH2:14][N:11]2[CH2:12][CH2:13][N:8]([C:3]3[C:2]([C:36]4[CH:41]=[CH:40][C:39]([CH2:42][C:43]([NH2:45])=[O:44])=[CH:38][CH:37]=4)=[N:7][CH:6]=[CH:5][N:4]=3)[CH2:9][CH2:10]2)[CH:16]=[N:17]1. (3) Given the reactants Br[C:2]1[CH:7]=[C:6]([O:8][Si:9]([C:12]([CH3:15])([CH3:14])[CH3:13])([CH3:11])[CH3:10])[CH:5]=[CH:4][C:3]=1[CH2:16][C:17]([O:19][CH2:20][C:21]1[CH:26]=[CH:25][CH:24]=[CH:23][CH:22]=1)=[O:18].P([O-])([O-])([O-])=O.[K+].[K+].[K+].C1(P([CH:48]2[CH2:53][CH2:52]CCC2)C2CCCCC2)CCCCC1.C1(B(O)O)CC1, predict the reaction product. The product is: [Si:9]([O:8][C:6]1[CH:5]=[CH:4][C:3]([CH2:16][C:17]([O:19][CH2:20][C:21]2[CH:26]=[CH:25][CH:24]=[CH:23][CH:22]=2)=[O:18])=[C:2]([CH:52]2[CH2:53][CH2:48]2)[CH:7]=1)([C:12]([CH3:15])([CH3:14])[CH3:13])([CH3:11])[CH3:10]. (4) Given the reactants FC(F)(F)C(O)=O.[NH2:8][C@H:9]([C@@:11]([CH3:15])([OH:14])[CH2:12][CH3:13])[CH3:10].[CH:16]1([C:19]2[N:20]=[C:21]3[C:27]([C:28](O)=[O:29])=[CH:26][N:25]([CH2:31][O:32][CH2:33][CH2:34][Si:35]([CH3:38])([CH3:37])[CH3:36])[C:22]3=[N:23][CH:24]=2)[CH2:18][CH2:17]1, predict the reaction product. The product is: [OH:14][C@@:11]([CH3:15])([CH2:12][CH3:13])[C@@H:9]([NH:8][C:28]([C:27]1[C:21]2[C:22](=[N:23][CH:24]=[C:19]([CH:16]3[CH2:17][CH2:18]3)[N:20]=2)[N:25]([CH2:31][O:32][CH2:33][CH2:34][Si:35]([CH3:38])([CH3:37])[CH3:36])[CH:26]=1)=[O:29])[CH3:10]. (5) Given the reactants Br[C:2]1[N:6]([CH:7]([CH3:9])[CH3:8])[C:5]2[CH:10]([C:22]3[CH:27]=[CH:26][C:25]([Cl:28])=[CH:24][CH:23]=3)[N:11]([C:14]3[CH:19]=[C:18]([Cl:20])[CH:17]=[CH:16][C:15]=3[CH3:21])[C:12](=[O:13])[C:4]=2[CH:3]=1.[C:29]([C:31]1[CH:32]=[CH:33][C:34]([O:40][CH3:41])=[C:35](B(O)O)[CH:36]=1)#[N:30].[O-]P([O-])([O-])=O.[K+].[K+].[K+].O1CCOCC1.O, predict the reaction product. The product is: [Cl:20][C:18]1[CH:17]=[CH:16][C:15]([CH3:21])=[C:14]([N:11]2[C:12](=[O:13])[C:4]3[CH:3]=[C:2]([C:33]4[CH:32]=[C:31]([CH:36]=[CH:35][C:34]=4[O:40][CH3:41])[C:29]#[N:30])[N:6]([CH:7]([CH3:9])[CH3:8])[C:5]=3[CH:10]2[C:22]2[CH:27]=[CH:26][C:25]([Cl:28])=[CH:24][CH:23]=2)[CH:19]=1.